This data is from NCI-60 drug combinations with 297,098 pairs across 59 cell lines. The task is: Regression. Given two drug SMILES strings and cell line genomic features, predict the synergy score measuring deviation from expected non-interaction effect. (1) Drug 1: CCN(CC)CCNC(=O)C1=C(NC(=C1C)C=C2C3=C(C=CC(=C3)F)NC2=O)C. Drug 2: C1=NNC2=C1C(=O)NC=N2. Cell line: SR. Synergy scores: CSS=-18.3, Synergy_ZIP=-0.00370, Synergy_Bliss=-15.0, Synergy_Loewe=-15.7, Synergy_HSA=-17.0. (2) Drug 1: C1=CC(=CC=C1CCC2=CNC3=C2C(=O)NC(=N3)N)C(=O)NC(CCC(=O)O)C(=O)O. Synergy scores: CSS=16.3, Synergy_ZIP=-3.75, Synergy_Bliss=3.68, Synergy_Loewe=-5.23, Synergy_HSA=3.65. Cell line: NCI/ADR-RES. Drug 2: CC1OCC2C(O1)C(C(C(O2)OC3C4COC(=O)C4C(C5=CC6=C(C=C35)OCO6)C7=CC(=C(C(=C7)OC)O)OC)O)O. (3) Drug 1: CN1C(=O)N2C=NC(=C2N=N1)C(=O)N. Drug 2: CC1CCC2CC(C(=CC=CC=CC(CC(C(=O)C(C(C(=CC(C(=O)CC(OC(=O)C3CCCCN3C(=O)C(=O)C1(O2)O)C(C)CC4CCC(C(C4)OC)OP(=O)(C)C)C)C)O)OC)C)C)C)OC. Cell line: NCI-H460. Synergy scores: CSS=31.1, Synergy_ZIP=2.59, Synergy_Bliss=6.06, Synergy_Loewe=8.15, Synergy_HSA=8.20. (4) Drug 1: CC1=C(C(=CC=C1)Cl)NC(=O)C2=CN=C(S2)NC3=CC(=NC(=N3)C)N4CCN(CC4)CCO. Drug 2: CC1C(C(CC(O1)OC2CC(CC3=C2C(=C4C(=C3O)C(=O)C5=C(C4=O)C(=CC=C5)OC)O)(C(=O)CO)O)N)O.Cl. Cell line: SN12C. Synergy scores: CSS=50.2, Synergy_ZIP=-2.97, Synergy_Bliss=-1.01, Synergy_Loewe=3.05, Synergy_HSA=4.22. (5) Cell line: SF-539. Synergy scores: CSS=37.5, Synergy_ZIP=0.603, Synergy_Bliss=-0.311, Synergy_Loewe=-24.9, Synergy_HSA=0.132. Drug 2: CN1C(=O)N2C=NC(=C2N=N1)C(=O)N. Drug 1: C1=CC(=CC=C1CCC2=CNC3=C2C(=O)NC(=N3)N)C(=O)NC(CCC(=O)O)C(=O)O. (6) Drug 1: CN(C)C1=NC(=NC(=N1)N(C)C)N(C)C. Synergy scores: CSS=3.90, Synergy_ZIP=-4.03, Synergy_Bliss=-5.58, Synergy_Loewe=-20.9, Synergy_HSA=-8.50. Cell line: SK-MEL-2. Drug 2: C(CC(=O)O)C(=O)CN.Cl.